From a dataset of Reaction yield outcomes from USPTO patents with 853,638 reactions. Predict the reaction yield, written as a fraction of the theoretical maximum amount of product (1.0 means a 100% yield; for example, 0.34 means a 34% yield). (1) The reactants are [CH3:1][N:2]([CH2:4][C:5]1[CH:10]=[CH:9][C:8]([C:11]2[C:20]3[C:15](=[CH:16][CH:17]=[CH:18][C:19]=3[OH:21])[C:14]([O:22]C)=[N:13][CH:12]=2)=[CH:7][CH:6]=1)[CH3:3].Br.O. The catalyst is C(O)(=O)C. The product is [CH3:3][N:2]([CH2:4][C:5]1[CH:6]=[CH:7][C:8]([C:11]2[C:20]3[C:15](=[CH:16][CH:17]=[CH:18][C:19]=3[OH:21])[C:14](=[O:22])[NH:13][CH:12]=2)=[CH:9][CH:10]=1)[CH3:1]. The yield is 0.680. (2) The reactants are C1(P(C2C=CC=CC=2)C2C=CC=CC=2)C=CC=CC=1.[Br:20]Br.[OH:22][C:23]1[CH:28]=[CH:27][C:26]([CH2:29][CH2:30][CH2:31][CH2:32]O)=[CH:25][CH:24]=1.N1C=CN=C1. The catalyst is C(Cl)Cl. The product is [OH:22][C:23]1[CH:28]=[CH:27][C:26]([CH2:29][CH2:30][CH2:31][CH2:32][Br:20])=[CH:25][CH:24]=1. The yield is 0.880. (3) The reactants are [NH2:1][C:2]1[N:6]([C:7]2[CH:12]=[CH:11][CH:10]=[CH:9][CH:8]=2)[N:5]=[C:4]([C:13]([O:15][CH2:16][CH3:17])=[O:14])[CH:3]=1.C(N(C(C)C)C(C)C)C.[C:27](Cl)(=[O:34])[C:28]1[CH:33]=[CH:32][CH:31]=[CH:30][CH:29]=1.O. The catalyst is CN(C)C(=O)C. The product is [C:7]1([N:6]2[C:2]([NH:1][C:27]([C:28]3[CH:33]=[CH:32][CH:31]=[CH:30][CH:29]=3)=[O:34])=[CH:3][C:4]([C:13]([O:15][CH2:16][CH3:17])=[O:14])=[N:5]2)[CH:12]=[CH:11][CH:10]=[CH:9][CH:8]=1. The yield is 0.760. (4) The reactants are [C:1](=[N:14][NH2:15])([C:8]1[CH:13]=[CH:12][CH:11]=[CH:10][CH:9]=1)[C:2]1[CH:7]=[CH:6][CH:5]=[CH:4][CH:3]=1.[F:16][CH:17]([F:21])[C:18]([CH3:20])=O.C([O-])(O)=O.[Na+]. The catalyst is C(O)C. The product is [F:16][CH:17]([F:21])[C:18](=[N:15][N:14]=[C:1]([C:8]1[CH:9]=[CH:10][CH:11]=[CH:12][CH:13]=1)[C:2]1[CH:7]=[CH:6][CH:5]=[CH:4][CH:3]=1)[CH3:20]. The yield is 0.900. (5) The reactants are [CH3:1][C:2]1[CH:11]=[CH:10][C:5]([C:6]([O:8][CH3:9])=[O:7])=[C:4]([O:12][S:13]([C:16]([F:19])([F:18])[F:17])(=[O:15])=[O:14])[CH:3]=1.[Br:20]N1C(=O)CCC1=O.C(OOC(=O)C1C=CC=CC=1)(=O)C1C=CC=CC=1. The catalyst is ClC(Cl)(Cl)Cl. The product is [Br:20][CH2:1][C:2]1[CH:11]=[CH:10][C:5]([C:6]([O:8][CH3:9])=[O:7])=[C:4]([O:12][S:13]([C:16]([F:19])([F:17])[F:18])(=[O:14])=[O:15])[CH:3]=1. The yield is 0.550. (6) The yield is 0.815. The product is [CH3:17][O:16][C:9]1[CH:8]=[C:7]2[C:12](=[CH:11][C:10]=1[O:14][CH3:15])[N:13]=[CH:18][CH2:4][C:5]2=[O:6]. The catalyst is O.O1CCCC1. The reactants are C[O-].[Na+].[CH3:4][C:5]([C:7]1[C:12]([NH2:13])=[CH:11][C:10]([O:14][CH3:15])=[C:9]([O:16][CH3:17])[CH:8]=1)=[O:6].[CH:18](OCC)=O.Cl. (7) The reactants are [Cl:1][C:2]1[C:7]([Cl:8])=[CH:6][C:5]([C:9](=[O:11])[CH3:10])=[C:4]([OH:12])[C:3]=1[I:13].[C:14](=O)([O-])[O-].[K+].[K+].CI. The catalyst is CN(C)C=O.O. The product is [Cl:1][C:2]1[C:7]([Cl:8])=[CH:6][C:5]([C:9](=[O:11])[CH3:10])=[C:4]([O:12][CH3:14])[C:3]=1[I:13]. The yield is 0.840.